From a dataset of Forward reaction prediction with 1.9M reactions from USPTO patents (1976-2016). Predict the product of the given reaction. (1) Given the reactants C([O:3][C:4](=[O:27])[CH2:5][N:6]1[C:11]2[N:12]=[CH:13][CH:14]=[CH:15][C:10]=2[C:9](=[O:16])[N:8]=[C:7]1[CH2:17][CH2:18][C:19]1[CH:24]=[CH:23][C:22]([F:25])=[CH:21][C:20]=1[F:26])C.[OH-].[Li+], predict the reaction product. The product is: [F:26][C:20]1[CH:21]=[C:22]([F:25])[CH:23]=[CH:24][C:19]=1[CH2:18][CH2:17][C:7]1[N:6]([CH2:5][C:4]([OH:27])=[O:3])[C:11]2[N:12]=[CH:13][CH:14]=[CH:15][C:10]=2[C:9](=[O:16])[N:8]=1. (2) Given the reactants [NH2:1][C:2]1[CH:3]=[C:4]([N:8]([CH3:15])[C:9](=[O:14])[C:10]([F:13])([F:12])[F:11])[CH:5]=[CH:6][CH:7]=1.[CH2:16]([NH:19][C:20]1[C:25]([C:26](O)=[O:27])=[CH:24][N:23]=[C:22]([NH:29][CH2:30][CH2:31][C:32]2[CH:37]=[CH:36][N:35]=[CH:34][CH:33]=2)[N:21]=1)[CH2:17][CH3:18].Cl.C(N=C=NCCCN(C)C)C.O.ON1C2C=CC=CC=2N=N1.C(=O)([O-])O.[Na+], predict the reaction product. The product is: [CH2:16]([NH:19][C:20]1[C:25]([C:26]([NH:1][C:2]2[CH:7]=[CH:6][CH:5]=[C:4]([N:8]([CH3:15])[C:9](=[O:14])[C:10]([F:11])([F:12])[F:13])[CH:3]=2)=[O:27])=[CH:24][N:23]=[C:22]([NH:29][CH2:30][CH2:31][C:32]2[CH:33]=[CH:34][N:35]=[CH:36][CH:37]=2)[N:21]=1)[CH2:17][CH3:18]. (3) Given the reactants [CH2:1]([C:4]1[C:8]([CH2:9][CH2:10][CH2:11][OH:12])=[CH:7][N:6]([C:13]2[CH:18]=[CH:17][C:16]([C:19]([F:22])([F:21])[F:20])=[CH:15][N:14]=2)[N:5]=1)[CH2:2][CH3:3].O[C:24]1[C:29]([CH3:30])=[CH:28][CH:27]=[CH:26][C:25]=1[CH2:31][C:32]([O:34]C)=[O:33].C(P(CCCC)CCCC)CCC.N(C(N1CCCCC1)=O)=NC(N1CCCCC1)=O, predict the reaction product. The product is: [CH3:30][C:29]1[C:24]([O:12][CH2:11][CH2:10][CH2:9][C:8]2[C:4]([CH2:1][CH2:2][CH3:3])=[N:5][N:6]([C:13]3[CH:18]=[CH:17][C:16]([C:19]([F:21])([F:20])[F:22])=[CH:15][N:14]=3)[CH:7]=2)=[C:25]([CH2:31][C:32]([OH:34])=[O:33])[CH:26]=[CH:27][CH:28]=1.